Dataset: Reaction yield outcomes from USPTO patents with 853,638 reactions. Task: Predict the reaction yield, written as a fraction of the theoretical maximum amount of product (1.0 means a 100% yield; for example, 0.34 means a 34% yield). (1) The reactants are F[P-](F)(F)(F)(F)F.N1(OC(N(C)C)=[N+](C)C)C2N=CC=CC=2N=N1.[NH:25]1[CH2:29][CH2:28][CH2:27][CH2:26]1.C(N(C(C)C)CC)(C)C.[C:39]([O:43][C:44]([NH:46][CH2:47][CH2:48][C:49](O)=[O:50])=[O:45])([CH3:42])([CH3:41])[CH3:40]. The catalyst is ClCCl. The product is [O:50]=[C:49]([N:25]1[CH2:29][CH2:28][CH2:27][CH2:26]1)[CH2:48][CH2:47][NH:46][C:44](=[O:45])[O:43][C:39]([CH3:41])([CH3:40])[CH3:42]. The yield is 0.880. (2) The reactants are [CH:1]1([N:6]2[C:15]3[N:14]=[C:13]([NH:16][C:17]4[CH:25]=[CH:24][C:20]([C:21](O)=[O:22])=[CH:19][C:18]=4[O:26][CH3:27])[N:12]=[CH:11][C:10]=3[N:9]([CH3:28])[CH2:8][C@H:7]2[CH:29]2[CH2:31][CH2:30]2)[CH2:5][CH2:4][CH2:3][CH2:2]1.F[B-](F)(F)F.N1(OC(N(C)C)=[N+](C)C)C2C=CC=CC=2N=N1.[CH3:54][N:55]1[CH2:60][CH2:59][CH:58]([NH2:61])[CH2:57][CH2:56]1.CCN(C(C)C)C(C)C. The catalyst is CN(C=O)C. The product is [NH3:6].[CH:1]1([N:6]2[C:15]3[N:14]=[C:13]([NH:16][C:17]4[CH:25]=[CH:24][C:20]([C:21]([NH:61][CH:58]5[CH2:59][CH2:60][N:55]([CH3:54])[CH2:56][CH2:57]5)=[O:22])=[CH:19][C:18]=4[O:26][CH3:27])[N:12]=[CH:11][C:10]=3[N:9]([CH3:28])[CH2:8][C@H:7]2[CH:29]2[CH2:30][CH2:31]2)[CH2:2][CH2:3][CH2:4][CH2:5]1. The yield is 0.0500. (3) The reactants are NC1C=C[C:9]([Br:12])=[CH:8][C:3]=1C(OC)=O.N([O-])=O.[Na+].[S:17](=[O:19])=[O:18].[NH3:20].[CH2:21]1[CH2:25][O:24][CH2:23][CH2:22]1. The catalyst is Cl.O.CO.[Cu]Cl. The product is [Br:12][C:9]1[CH:23]=[CH:22][C:21]2[C:25](=[O:24])[NH:20][S:17](=[O:19])(=[O:18])[C:3]=2[CH:8]=1. The yield is 0.0900. (4) The reactants are C([O:4][CH2:5][C@@H:6]1[C@@H:13]2[C@@H:9]([O:10][C:11]([CH3:15])([CH3:14])[O:12]2)[C@H:8]([N:16]2[CH:24]=[N:23][C:22]3[C:17]2=[N:18][CH:19]=[N:20][C:21]=3I)[CH2:7]1)(=O)C.CCN(C(C)C)C(C)C.[C:35]1([C:41]#[CH:42])[CH:40]=[CH:39][CH:38]=[CH:37][CH:36]=1.N. The catalyst is CN(C=O)C.C(Cl)Cl.CO.Cl[Pd](Cl)([P](C1C=CC=CC=1)(C1C=CC=CC=1)C1C=CC=CC=1)[P](C1C=CC=CC=1)(C1C=CC=CC=1)C1C=CC=CC=1.[Cu]I. The product is [CH3:14][C:11]1([CH3:15])[O:10][C@H:9]2[C@H:8]([N:16]3[CH:24]=[N:23][C:22]4[C:17]3=[N:18][CH:19]=[N:20][C:21]=4[C:42]#[C:41][C:35]3[CH:40]=[CH:39][CH:38]=[CH:37][CH:36]=3)[CH2:7][C@H:6]([CH2:5][OH:4])[C@H:13]2[O:12]1. The yield is 0.630. (5) The reactants are [CH2:1]([NH:8][CH2:9][C:10]1[CH:15]=[CH:14][CH:13]=[CH:12][CH:11]=1)[C:2]1[CH:7]=[CH:6][CH:5]=[CH:4][CH:3]=1.[CH2:16]([C@H:18]1[O:20][CH2:19]1)[Cl:17]. The catalyst is [Cl-].[Ca+2].[Cl-].C(Cl)Cl. The product is [Cl:17][CH2:16][C@@H:18]([OH:20])[CH2:19][N:8]([CH2:1][C:2]1[CH:7]=[CH:6][CH:5]=[CH:4][CH:3]=1)[CH2:9][C:10]1[CH:15]=[CH:14][CH:13]=[CH:12][CH:11]=1. The yield is 0.950. (6) The reactants are C(=O)([O-])[O-].[K+].[K+].[Br:7][C:8]1[CH:13]=[CH:12][CH:11]=[CH:10][C:9]=1B(O)O.Br[C:18]1[CH:27]=[CH:26][C:25]2[C:20](=[CH:21][CH:22]=[CH:23][CH:24]=2)[CH:19]=1.N#N.C1(P(C2C=CC=CC=2)C2C=CC=CC=2)C=CC=CC=1. The catalyst is C([O-])(=O)C.[Pd+2].C([O-])(=O)C.COCCOC.O. The product is [Br:7][C:8]1[CH:13]=[CH:12][CH:11]=[CH:10][C:9]=1[C:18]1[CH:27]=[CH:26][C:25]2[C:20](=[CH:21][CH:22]=[CH:23][CH:24]=2)[CH:19]=1. The yield is 0.780. (7) The reactants are [Cl:1][C:2]1[C:11]2[NH:10][C:9](=[O:12])[C:8]3[S:13][CH:14]=[CH:15][C:7]=3[C:6]=2[C:5]([C:16]2[CH:21]=[CH:20][C:19]([C@H:22]([NH:25]C(=O)OC(C)(C)C)[CH2:23][CH3:24])=[CH:18][CH:17]=2)=[C:4]([O:33]C)[CH:3]=1.BrB(Br)Br. No catalyst specified. The product is [ClH:1].[NH2:25][C@@H:22]([C:19]1[CH:18]=[CH:17][C:16]([C:5]2[C:6]3[C:7]4[CH:15]=[CH:14][S:13][C:8]=4[C:9](=[O:12])[NH:10][C:11]=3[C:2]([Cl:1])=[CH:3][C:4]=2[OH:33])=[CH:21][CH:20]=1)[CH2:23][CH3:24]. The yield is 0.870.